This data is from Full USPTO retrosynthesis dataset with 1.9M reactions from patents (1976-2016). The task is: Predict the reactants needed to synthesize the given product. (1) Given the product [NH2:8][C@@H:9]1[CH2:14][CH2:13][CH2:12][N:11]([C:15]([O:17][CH2:18][C:19]2[CH:24]=[CH:23][CH:22]=[CH:21][CH:20]=2)=[O:16])[C@H:10]1[CH3:25], predict the reactants needed to synthesize it. The reactants are: C(OC([NH:8][C@@H:9]1[CH2:14][CH2:13][CH2:12][N:11]([C:15]([O:17][CH2:18][C:19]2[CH:24]=[CH:23][CH:22]=[CH:21][CH:20]=2)=[O:16])[C@H:10]1[CH3:25])=O)(C)(C)C.Cl. (2) Given the product [Cl:8][C:6]1[N:5]=[C:4]([CH3:9])[N:3]=[C:2]([NH:11][CH3:10])[CH:7]=1, predict the reactants needed to synthesize it. The reactants are: Cl[C:2]1[CH:7]=[C:6]([Cl:8])[N:5]=[C:4]([CH3:9])[N:3]=1.[CH3:10][NH2:11].C([O-])(O)=O.[Na+]. (3) Given the product [NH2:38][C:37]1[C:16]([C:14]#[N:15])=[C:17]([C:18]2[CH:19]=[CH:20][C:21]([O:22][CH:23]3[CH2:27][CH2:26][N:25]([C:28]([O:30][C:31]([CH3:32])([CH3:34])[CH3:33])=[O:29])[CH2:24]3)=[CH:35][CH:36]=2)[C:3]([C:1]#[N:2])=[C:4]([SH:5])[N:6]=1, predict the reactants needed to synthesize it. The reactants are: [C:1]([CH2:3][C:4]([NH2:6])=[S:5])#[N:2].CN1CCOCC1.[C:14]([C:16]([C:37]#[N:38])=[CH:17][C:18]1[CH:36]=[CH:35][C:21]([O:22][CH:23]2[CH2:27][CH2:26][N:25]([C:28]([O:30][C:31]([CH3:34])([CH3:33])[CH3:32])=[O:29])[CH2:24]2)=[CH:20][CH:19]=1)#[N:15]. (4) Given the product [CH2:15]([O:14][C:8]1[CH:7]=[C:6]2[C:11]([C:2]([O:35][C:28]3[CH:29]=[CH:30][C:31]([N+:32]([O-:34])=[O:33])=[C:26]([CH2:25][C:24]([O:23][CH3:22])([O:38][CH3:39])[CH3:37])[C:27]=3[F:36])=[CH:3][CH:4]=[N:5]2)=[CH:10][C:9]=1[O:12][CH3:13])[C:16]1[CH:21]=[CH:20][CH:19]=[CH:18][CH:17]=1, predict the reactants needed to synthesize it. The reactants are: Cl[C:2]1[C:11]2[C:6](=[CH:7][C:8]([O:14][CH2:15][C:16]3[CH:21]=[CH:20][CH:19]=[CH:18][CH:17]=3)=[C:9]([O:12][CH3:13])[CH:10]=2)[N:5]=[CH:4][CH:3]=1.[CH3:22][O:23][C:24]([O:38][CH3:39])([CH3:37])[CH2:25][C:26]1[C:27]([F:36])=[C:28]([OH:35])[CH:29]=[CH:30][C:31]=1[N+:32]([O-:34])=[O:33]. (5) The reactants are: [NH2:1][C:2]1[C:7]([NH:8][C:9]2[CH:14]=[CH:13][C:12]([I:15])=[CH:11][C:10]=2[F:16])=[C:6]([CH3:17])[C:5](=[O:18])[N:4]2[CH2:19][CH2:20][O:21][C:3]=12.[CH2:22]([O:29][CH2:30][CH:31]1[CH2:33][CH:32]1[S:34](Cl)(=[O:36])=[O:35])[C:23]1[CH:28]=[CH:27][CH:26]=[CH:25][CH:24]=1. Given the product [F:16][C:10]1[CH:11]=[C:12]([I:15])[CH:13]=[CH:14][C:9]=1[NH:8][C:7]1[C:2]([NH:1][S:34]([CH:32]2[CH2:33][CH:31]2[CH2:30][O:29][CH2:22][C:23]2[CH:28]=[CH:27][CH:26]=[CH:25][CH:24]=2)(=[O:36])=[O:35])=[C:3]2[O:21][CH2:20][CH2:19][N:4]2[C:5](=[O:18])[C:6]=1[CH3:17], predict the reactants needed to synthesize it. (6) Given the product [CH2:1]([NH:3][C:5]1[CH:14]=[C:13]2[C:8]([C:9](=[O:31])[NH:10][C:11]([C:15]3[C:20]([NH:21][CH:22]4[CH2:27][CH2:26][N:25]([CH:28]([CH3:30])[CH3:29])[CH2:24][CH2:23]4)=[CH:19][CH:18]=[CH:17][N:16]=3)=[N:12]2)=[C:7]([O:32][CH3:33])[CH:6]=1)[CH3:2], predict the reactants needed to synthesize it. The reactants are: [CH2:1]([NH2:3])[CH3:2].F[C:5]1[CH:14]=[C:13]2[C:8]([C:9](=[O:31])[NH:10][C:11]([C:15]3[C:20]([NH:21][CH:22]4[CH2:27][CH2:26][N:25]([CH:28]([CH3:30])[CH3:29])[CH2:24][CH2:23]4)=[CH:19][CH:18]=[CH:17][N:16]=3)=[N:12]2)=[C:7]([O:32][CH3:33])[CH:6]=1.